From a dataset of Full USPTO retrosynthesis dataset with 1.9M reactions from patents (1976-2016). Predict the reactants needed to synthesize the given product. (1) Given the product [CH2:1]([O:3][C:4]([C:6]1[C:7]([CH3:19])=[N:8][C:9]([N:13]2[CH2:18][CH2:17][O:16][CH2:15][CH2:14]2)=[CH:10][C:11]=1/[CH:23]=[CH:24]/[CH3:25])=[O:5])[CH3:2], predict the reactants needed to synthesize it. The reactants are: [CH2:1]([O:3][C:4]([C:6]1[C:7]([CH3:19])=[N:8][C:9]([N:13]2[CH2:18][CH2:17][O:16][CH2:15][CH2:14]2)=[CH:10][C:11]=1Cl)=[O:5])[CH3:2].CCO.[CH:23](/B(O)O)=[CH:24]\[CH3:25].C(=O)([O-])[O-].[Cs+].[Cs+]. (2) Given the product [C:2]([CH2:4][NH:5][C:6]([C@@H:8]1[CH2:12][C@@H:11]([S:13]([C:16]2[CH:21]=[CH:20][CH:19]=[CH:18][C:17]=2[C:22]([F:25])([F:23])[F:24])(=[O:15])=[O:14])[CH2:10][N:9]1[C:33]([CH:30]1[CH2:31][CH2:32][N:27]([CH3:26])[CH2:28][CH2:29]1)=[O:34])=[O:7])#[N:3], predict the reactants needed to synthesize it. The reactants are: Cl.[C:2]([CH2:4][NH:5][C:6]([C@@H:8]1[CH2:12][C@@H:11]([S:13]([C:16]2[CH:21]=[CH:20][CH:19]=[CH:18][C:17]=2[C:22]([F:25])([F:24])[F:23])(=[O:15])=[O:14])[CH2:10][NH:9]1)=[O:7])#[N:3].[CH3:26][N:27]1[CH2:32][CH2:31][CH:30]([C:33](O)=[O:34])[CH2:29][CH2:28]1. (3) Given the product [Cl:33][C:29]1[CH:28]=[C:27]([CH:32]=[CH:31][CH:30]=1)[O:26][C:13]1[C:12]2[C:17](=[CH:18][CH:19]=[C:10]([CH:8]([C:7]3[CH:6]=[CH:5][C:4]([Cl:3])=[CH:35][CH:34]=3)[OH:9])[CH:11]=2)[NH:16][C:15](=[O:20])[C:14]=1[C:21]([O:23][CH2:24][CH3:25])=[O:22], predict the reactants needed to synthesize it. The reactants are: [BH4-].[Na+].[Cl:3][C:4]1[CH:35]=[CH:34][C:7]([C:8]([C:10]2[CH:11]=[C:12]3[C:17](=[CH:18][CH:19]=2)[NH:16][C:15](=[O:20])[C:14]([C:21]([O:23][CH2:24][CH3:25])=[O:22])=[C:13]3[O:26][C:27]2[CH:32]=[CH:31][CH:30]=[C:29]([Cl:33])[CH:28]=2)=[O:9])=[CH:6][CH:5]=1.O. (4) Given the product [C:15]([O:1][C:2]1[CH:10]=[CH:9][CH:8]=[C:7]2[C:3]=1[CH:4]=[C:5]([C:11]([O:13][CH3:14])=[O:12])[NH:6]2)(=[O:17])[CH3:16], predict the reactants needed to synthesize it. The reactants are: [OH:1][C:2]1[CH:10]=[CH:9][CH:8]=[C:7]2[C:3]=1[CH:4]=[C:5]([C:11]([O:13][CH3:14])=[O:12])[NH:6]2.[C:15](OC(=O)C)(=[O:17])[CH3:16]. (5) Given the product [CH2:1]([NH:3][CH2:27][C:24]1[N:25]=[CH:26][C:21]([C:18]2[CH:19]=[CH:20][C:15]([C@H:11]3[O:10][C:9]([CH3:34])([CH3:33])[N:8]([C:6](=[O:7])[CH:5]([F:35])[F:4])[C@@H:12]3[CH2:13][F:14])=[CH:16][CH:17]=2)=[CH:22][CH:23]=1)[CH3:2], predict the reactants needed to synthesize it. The reactants are: [CH2:1]([NH2:3])[CH3:2].[F:4][CH:5]([F:35])[C:6]([N:8]1[C@H:12]([CH2:13][F:14])[C@@H:11]([C:15]2[CH:20]=[CH:19][C:18]([C:21]3[CH:22]=[CH:23][C:24]([CH2:27]OS(C)(=O)=O)=[N:25][CH:26]=3)=[CH:17][CH:16]=2)[O:10][C:9]1([CH3:34])[CH3:33])=[O:7]. (6) Given the product [C:18]([C@@H:17]([NH:16][C:2]1[C:11]([C:12]([OH:14])=[O:13])=[CH:10][C:9]2[C:4](=[CH:5][CH:6]=[C:7]([Cl:15])[CH:8]=2)[N:3]=1)[CH2:21][C:22]1[CH:27]=[CH:26][C:25]([O:28][C:29]2[CH:38]=[CH:37][C:36]3[C:31](=[C:32]([Cl:39])[CH:33]=[CH:34][CH:35]=3)[N:30]=2)=[CH:24][CH:23]=1)([OH:20])=[O:19], predict the reactants needed to synthesize it. The reactants are: Cl[C:2]1[C:11]([C:12]([OH:14])=[O:13])=[CH:10][C:9]2[C:4](=[CH:5][CH:6]=[C:7]([Cl:15])[CH:8]=2)[N:3]=1.[NH2:16][C@@H:17]([CH2:21][C:22]1[CH:27]=[CH:26][C:25]([O:28][C:29]2[CH:38]=[CH:37][C:36]3[C:31](=[C:32]([Cl:39])[CH:33]=[CH:34][CH:35]=3)[N:30]=2)=[CH:24][CH:23]=1)[C:18]([OH:20])=[O:19]. (7) Given the product [NH2:11][C:9]1[N:8]=[CH:7][N:6]=[C:5]2[N:4]([CH:12]([C:14]3[CH:15]=[C:16]4[N:21]([C:22]=3[C:23]3[CH:28]=[CH:27][CH:26]=[CH:25][N:24]=3)[CH:20]=[CH:19][CH:18]=[CH:17]4)[CH3:13])[N:3]=[C:2]([C:38]3[CH:39]=[C:34]([NH:33][S:30]([CH3:29])(=[O:31])=[O:32])[CH:35]=[CH:36][CH:37]=3)[C:10]=12, predict the reactants needed to synthesize it. The reactants are: I[C:2]1[C:10]2[C:5](=[N:6][CH:7]=[N:8][C:9]=2[NH2:11])[N:4]([CH:12]([C:14]2[CH:15]=[C:16]3[N:21]([C:22]=2[C:23]2[CH:28]=[CH:27][CH:26]=[CH:25][N:24]=2)[CH:20]=[CH:19][CH:18]=[CH:17]3)[CH3:13])[N:3]=1.[CH3:29][S:30]([NH:33][C:34]1[CH:35]=[C:36](B(O)O)[CH:37]=[CH:38][CH:39]=1)(=[O:32])=[O:31].CCO.C([O-])([O-])=O.[Na+].[Na+].